This data is from Reaction yield outcomes from USPTO patents with 853,638 reactions. The task is: Predict the reaction yield, written as a fraction of the theoretical maximum amount of product (1.0 means a 100% yield; for example, 0.34 means a 34% yield). (1) The yield is 0.530. The reactants are [CH3:1][C:2]1([CH3:21])[CH2:6][C:5]2([CH2:11][CH2:10][C:9](B3OC(C)(C)C(C)(C)O3)=[CH:8][CH2:7]2)[O:4][CH2:3]1.O1CCOCC1.I[C:29]1[N:33]([CH3:34])[N:32]=[CH:31][C:30]=1[CH:35]=[O:36].C(=O)([O-])[O-].[K+].[K+]. The product is [CH3:21][C:2]1([CH3:1])[CH2:6][C:5]2([CH2:11][CH2:10][C:9]([C:29]3[N:33]([CH3:34])[N:32]=[CH:31][C:30]=3[CH:35]=[O:36])=[CH:8][CH2:7]2)[O:4][CH2:3]1. The catalyst is C1C=CC(P(C2C=CC=CC=2)[C-]2C=CC=C2)=CC=1.C1C=CC(P(C2C=CC=CC=2)[C-]2C=CC=C2)=CC=1.Cl[Pd]Cl.[Fe+2].O. (2) The reactants are [O:1]([CH2:8][C:9]([NH:11][C:12]1[NH:13][C:14](=[O:53])[C:15]2[N:16]=[CH:17][N:18]([C:51]=2[N:52]=1)[C@@H:19]1[O:50][C@H:24]([CH2:25][O:26][C:27]([C:44]2[CH:49]=[CH:48][CH:47]=[CH:46][CH:45]=2)([C:36]2[CH:41]=[CH:40][C:39]([O:42][CH3:43])=[CH:38][CH:37]=2)[C:28]2[CH:33]=[CH:32][C:31]([O:34][CH3:35])=[CH:30][CH:29]=2)[C@@H:22]([OH:23])[C@H:20]1[OH:21])=[O:10])[C:2]1[CH:7]=[CH:6][CH:5]=[CH:4][CH:3]=1.C(N(C(C)C)CC)(C)C.[C:63]([CH2:65][CH2:66][O:67][CH2:68]Cl)#[N:64].C(=O)(O)[O-].[Na+]. The catalyst is ClCCCl. The product is [O:1]([CH2:8][C:9]([NH:11][C:12]1[NH:13][C:14](=[O:53])[C:15]2[N:16]=[CH:17][N:18]([C:51]=2[N:52]=1)[C@@H:19]1[O:50][C@H:24]([CH2:25][O:26][C:27]([C:44]2[CH:49]=[CH:48][CH:47]=[CH:46][CH:45]=2)([C:36]2[CH:41]=[CH:40][C:39]([O:42][CH3:43])=[CH:38][CH:37]=2)[C:28]2[CH:33]=[CH:32][C:31]([O:34][CH3:35])=[CH:30][CH:29]=2)[C@@H:22]([OH:23])[C@H:20]1[O:21][CH2:68][O:67][CH2:66][CH2:65][C:63]#[N:64])=[O:10])[C:2]1[CH:3]=[CH:4][CH:5]=[CH:6][CH:7]=1. The yield is 0.480. (3) The reactants are [CH3:1][C:2]1([CH3:40])[CH2:7][C:6](=[O:8])[N:5]([CH2:9][CH2:10][C:11]2[CH:16]=[CH:15][C:14]([O:17][C:18]([N:20]3[CH2:25][CH2:24][CH:23]([O:26][C:27]4[CH:32]=[CH:31][C:30]([C:33]([O:35]CC=C)=[O:34])=[CH:29][CH:28]=4)[CH2:22][CH2:21]3)=[O:19])=[CH:13][CH:12]=2)[C:4](=[O:39])[CH2:3]1.N1CCOCC1. The catalyst is C1COCC1.CC#N.C1C=CC([P]([Pd]([P](C2C=CC=CC=2)(C2C=CC=CC=2)C2C=CC=CC=2)([P](C2C=CC=CC=2)(C2C=CC=CC=2)C2C=CC=CC=2)[P](C2C=CC=CC=2)(C2C=CC=CC=2)C2C=CC=CC=2)(C2C=CC=CC=2)C2C=CC=CC=2)=CC=1. The product is [CH3:1][C:2]1([CH3:40])[CH2:7][C:6](=[O:8])[N:5]([CH2:9][CH2:10][C:11]2[CH:16]=[CH:15][C:14]([O:17][C:18]([N:20]3[CH2:21][CH2:22][CH:23]([O:26][C:27]4[CH:28]=[CH:29][C:30]([C:33]([OH:35])=[O:34])=[CH:31][CH:32]=4)[CH2:24][CH2:25]3)=[O:19])=[CH:13][CH:12]=2)[C:4](=[O:39])[CH2:3]1. The yield is 0.450. (4) The yield is 0.820. The product is [N:16]1[CH:21]=[CH:20][C:19]([CH2:22][NH:23][C:13]([C:11]2[S:12][C:3]3[N:4]([C:5](=[O:9])[NH:6][C:7](=[O:8])[C:2]=3[CH3:1])[CH:10]=2)=[O:15])=[CH:18][CH:17]=1. The reactants are [CH3:1][C:2]1[C:7](=[O:8])[NH:6][C:5](=[O:9])[N:4]2[CH:10]=[C:11]([C:13]([OH:15])=O)[S:12][C:3]=12.[N:16]1[CH:21]=[CH:20][C:19]([CH2:22][NH2:23])=[CH:18][CH:17]=1. No catalyst specified. (5) The reactants are [ClH:1].[NH2:2][C@H:3]([C:8]([OH:10])=[O:9])[CH2:4][CH2:5][CH2:6][NH2:7].[CH3:11]O. No catalyst specified. The product is [ClH:1].[CH3:11][O:9][C:8](=[O:10])[C@H:3]([CH2:4][CH2:5][CH2:6][NH2:7])[NH2:2]. The yield is 0.970.